Dataset: Peptide-MHC class II binding affinity with 134,281 pairs from IEDB. Task: Regression. Given a peptide amino acid sequence and an MHC pseudo amino acid sequence, predict their binding affinity value. This is MHC class II binding data. (1) The peptide sequence is LGAVYRYKKLKEMSA. The MHC is HLA-DPA10103-DPB10401 with pseudo-sequence HLA-DPA10103-DPB10401. The binding affinity (normalized) is 0.0737. (2) The peptide sequence is EKKYFAHTQFEPLAA. The MHC is HLA-DQA10501-DQB10201 with pseudo-sequence HLA-DQA10501-DQB10201. The binding affinity (normalized) is 0.674. (3) The peptide sequence is YDKFLAAVSTVLTGK. The MHC is DRB1_0401 with pseudo-sequence DRB1_0401. The binding affinity (normalized) is 0.740. (4) The peptide sequence is KNPTDTGHGTVVMQV. The MHC is HLA-DQA10501-DQB10402 with pseudo-sequence HLA-DQA10501-DQB10402. The binding affinity (normalized) is 0.275. (5) The peptide sequence is AFKVAATAANAAPAE. The MHC is HLA-DPA10103-DPB10301 with pseudo-sequence HLA-DPA10103-DPB10301. The binding affinity (normalized) is 0.756. (6) The peptide sequence is SAALGPLIEGNTSLL. The MHC is DRB4_0103 with pseudo-sequence DRB4_0103. The binding affinity (normalized) is 0. (7) The peptide sequence is LDAAYSVAYKAAVGA. The MHC is HLA-DPA10201-DPB10501 with pseudo-sequence HLA-DPA10201-DPB10501. The binding affinity (normalized) is 0.281. (8) The peptide sequence is INEPTAAAIAPGLDR. The MHC is HLA-DQA10501-DQB10301 with pseudo-sequence HLA-DQA10501-DQB10301. The binding affinity (normalized) is 0.654. (9) The peptide sequence is KGSPEFDWILGWTIK. The MHC is DRB1_0701 with pseudo-sequence DRB1_0701. The binding affinity (normalized) is 0.769. (10) The peptide sequence is GSHEVNGTWMIHTLE. The MHC is DRB1_1301 with pseudo-sequence DRB1_1301. The binding affinity (normalized) is 0.